Dataset: Forward reaction prediction with 1.9M reactions from USPTO patents (1976-2016). Task: Predict the product of the given reaction. (1) The product is: [Br:1][C:2]1[CH:3]=[C:4]2[C@:15]3([C:19]4[CH:20]=[N:21][CH:22]=[CH:23][C:18]=4[C:17]([NH2:24])=[N:16]3)[C:14]3[CH:13]=[C:12]([Cl:25])[N:11]=[C:10]([F:26])[C:9]=3[O:8][C:5]2=[CH:6][CH:7]=1. Given the reactants [Br:1][C:2]1[CH:3]=[C:4]2[C:15]3([C:19]4[CH:20]=[N:21][CH:22]=[CH:23][C:18]=4[C:17]([NH2:24])=[N:16]3)[C:14]3[CH:13]=[C:12]([Cl:25])[N:11]=[C:10]([F:26])[C:9]=3[O:8][C:5]2=[CH:6][CH:7]=1.C(=O)=O, predict the reaction product. (2) Given the reactants [O:1]=[C:2]([C:6]1[CH:11]=[CH:10][CH:9]=[CH:8][CH:7]=1)[C:3]([OH:5])=[O:4].C(Cl)(=O)C(Cl)=O.[N:18]12[CH2:25][CH2:24][CH:21]([CH2:22][CH2:23]1)[C@@H:20](O)[CH2:19]2, predict the reaction product. The product is: [O:1]=[C:2]([C:6]1[CH:11]=[CH:10][CH:9]=[CH:8][CH:7]=1)[C:3]([O:5][C@@H:20]1[CH:21]2[CH2:24][CH2:25][N:18]([CH2:23][CH2:22]2)[CH2:19]1)=[O:4]. (3) Given the reactants [C:1]([C:5]1[CH:6]=[C:7]([NH:18][C:19](=[O:49])[NH:20][CH2:21][C:22]2[CH:48]=[CH:47][CH:46]=[CH:45][C:23]=2[CH2:24][O:25][C:26]2[CH:31]=[C:30]([CH3:32])[N:29]([C:33]3[CH:34]=[C:35]([CH:39]=[CH:40][C:41]=3[CH3:42])[C:36](O)=[O:37])[C:28](=[O:43])[C:27]=2[Cl:44])[N:8]([C:10]2[CH:15]=[CH:14][C:13]([OH:16])=[C:12]([Cl:17])[CH:11]=2)[N:9]=1)([CH3:4])([CH3:3])[CH3:2].[NH2:50][CH2:51][C:52]([NH:54][CH3:55])=[O:53].CCN=C=NCCCN(C)C, predict the reaction product. The product is: [C:1]([C:5]1[CH:6]=[C:7]([NH:18][C:19](=[O:49])[NH:20][CH2:21][C:22]2[CH:48]=[CH:47][CH:46]=[CH:45][C:23]=2[CH2:24][O:25][C:26]2[CH:31]=[C:30]([CH3:32])[N:29]([C:33]3[CH:34]=[C:35]([CH:39]=[CH:40][C:41]=3[CH3:42])[C:36]([NH:50][CH2:51][C:52](=[O:53])[NH:54][CH3:55])=[O:37])[C:28](=[O:43])[C:27]=2[Cl:44])[N:8]([C:10]2[CH:15]=[CH:14][C:13]([OH:16])=[C:12]([Cl:17])[CH:11]=2)[N:9]=1)([CH3:3])([CH3:2])[CH3:4].